Dataset: Catalyst prediction with 721,799 reactions and 888 catalyst types from USPTO. Task: Predict which catalyst facilitates the given reaction. (1) Reactant: [C:1]1([C:7]2[C:8]3[S:14][C:13]([C:15]([O:17][CH3:18])=[O:16])=[CH:12][C:9]=3[NH:10][CH:11]=2)[CH2:6][CH2:5][CH2:4][CH2:3][CH:2]=1.[OH-].[Na+].OO.C([O-])(O)=[O:24].[Na+]. Product: [OH:24][CH:2]1[CH2:3][CH2:4][CH2:5][CH2:6][CH:1]1[C:7]1[C:8]2[S:14][C:13]([C:15]([O:17][CH3:18])=[O:16])=[CH:12][C:9]=2[NH:10][CH:11]=1. The catalyst class is: 1. (2) Reactant: [F:1][C:2]1[CH:3]=[C:4]([NH:8][C:9]2[N:14]=[C:13]([NH:15][CH2:16][CH2:17][CH3:18])[C:12]([CH2:19][OH:20])=[CH:11][N:10]=2)[CH:5]=[CH:6][CH:7]=1. Product: [F:1][C:2]1[CH:3]=[C:4]([NH:8][C:9]2[N:14]=[C:13]([NH:15][CH2:16][CH2:17][CH3:18])[C:12]([CH:19]=[O:20])=[CH:11][N:10]=2)[CH:5]=[CH:6][CH:7]=1. The catalyst class is: 428. (3) Reactant: [F:1][C:2]([F:28])([F:27])[C:3]1[C:25]([Cl:26])=[CH:24][C:6]2[N:7]([CH:11]3[CH2:16][CH2:15][N:14](C(OC(C)(C)C)=O)[CH2:13][CH2:12]3)[C:8](=[O:10])[NH:9][C:5]=2[CH:4]=1.Cl. Product: [ClH:26].[F:27][C:2]([F:1])([F:28])[C:3]1[C:25]([Cl:26])=[CH:24][C:6]2[N:7]([CH:11]3[CH2:16][CH2:15][NH:14][CH2:13][CH2:12]3)[C:8](=[O:10])[NH:9][C:5]=2[CH:4]=1. The catalyst class is: 4.